Dataset: Forward reaction prediction with 1.9M reactions from USPTO patents (1976-2016). Task: Predict the product of the given reaction. (1) Given the reactants [F:1][C:2]1[CH:3]=[C:4]([C:10]2[N:11]([C:20]3[CH:25]=[CH:24][C:23]([S:26]([CH3:29])(=[O:28])=[O:27])=[CH:22][CH:21]=3)[CH2:12][C:13](O)([C:15]([F:18])([F:17])[F:16])[N:14]=2)[CH:5]=[CH:6][C:7]=1[O:8][CH3:9].O.C1(C)C=CC(S(O)(=O)=O)=CC=1, predict the reaction product. The product is: [F:1][C:2]1[CH:3]=[C:4]([C:10]2[N:11]([C:20]3[CH:25]=[CH:24][C:23]([S:26]([CH3:29])(=[O:27])=[O:28])=[CH:22][CH:21]=3)[CH:12]=[C:13]([C:15]([F:18])([F:17])[F:16])[N:14]=2)[CH:5]=[CH:6][C:7]=1[O:8][CH3:9]. (2) Given the reactants [Cl:1][C:2]1[CH:3]=[C:4]([C@@H:9]2[O:15][CH2:14][CH2:13][N:12](C(OC(C)(C)C)=O)[CH2:11][C@H:10]2[CH2:23][NH:24][C:25](=[O:29])[CH2:26][O:27][CH3:28])[CH:5]=[CH:6][C:7]=1[Cl:8].Cl.C(O)C, predict the reaction product. The product is: [ClH:1].[Cl:1][C:2]1[CH:3]=[C:4]([C@@H:9]2[O:15][CH2:14][CH2:13][NH:12][CH2:11][C@H:10]2[CH2:23][NH:24][C:25](=[O:29])[CH2:26][O:27][CH3:28])[CH:5]=[CH:6][C:7]=1[Cl:8]. (3) Given the reactants [CH2:1]([CH:8]1[C:13]2([C:18]3[NH:19][C:20]4[C:25]([C:17]=3[CH2:16][CH2:15][NH:14]2)=[CH:24][CH:23]=[CH:22][CH:21]=4)[CH2:12][CH2:11][C:10]([C:29]2[CH:34]=[CH:33][CH:32]=[CH:31][CH:30]=2)([N:26]([CH3:28])[CH3:27])[CH2:9]1)[C:2]1[CH:7]=[CH:6][CH:5]=[CH:4][CH:3]=1.[C:35]([OH:47])(=[O:46])[CH2:36][C:37]([CH2:42][C:43]([OH:45])=[O:44])([C:39]([OH:41])=[O:40])[OH:38], predict the reaction product. The product is: [OH:38][C:37]([C:39]([OH:41])=[O:40])([CH2:42][C:43]([OH:45])=[O:44])[CH2:36][C:35]([OH:47])=[O:46].[CH2:1]([CH:8]1[C:13]2([C:18]3[NH:19][C:20]4[C:25]([C:17]=3[CH2:16][CH2:15][NH:14]2)=[CH:24][CH:23]=[CH:22][CH:21]=4)[CH2:12][CH2:11][C:10]([C:29]2[CH:30]=[CH:31][CH:32]=[CH:33][CH:34]=2)([N:26]([CH3:28])[CH3:27])[CH2:9]1)[C:2]1[CH:7]=[CH:6][CH:5]=[CH:4][CH:3]=1. (4) Given the reactants I[C:2]1[CH:7]=[CH:6][N:5]([CH2:8][CH2:9][C:10]([CH3:25])([S:21]([CH3:24])(=[O:23])=[O:22])[C:11]([NH:13][O:14]C2CCCCO2)=[O:12])[C:4](=[O:26])[CH:3]=1.CC1(C)C(C)(C)OB([C:35]2[CH:40]=[CH:39][C:38]([C:41]3[CH:46]=[CH:45][N:44]=[CH:43][CH:42]=3)=[CH:37][CH:36]=2)O1, predict the reaction product. The product is: [OH:14][NH:13][C:11](=[O:12])[C:10]([CH3:25])([S:21]([CH3:24])(=[O:22])=[O:23])[CH2:9][CH2:8][N:5]1[CH:6]=[CH:7][C:2]([C:35]2[CH:36]=[CH:37][C:38]([C:41]3[CH:42]=[CH:43][N:44]=[CH:45][CH:46]=3)=[CH:39][CH:40]=2)=[CH:3][C:4]1=[O:26]. (5) Given the reactants [CH3:1][O:2][C:3]([C:5]1[O:6][C:7]2[CH:13]=[CH:12][C:11]([N+:14]([O-])=O)=[CH:10][C:8]=2[CH:9]=1)=[O:4].[H][H], predict the reaction product. The product is: [CH3:1][O:2][C:3]([C:5]1[O:6][C:7]2[CH:13]=[CH:12][C:11]([NH2:14])=[CH:10][C:8]=2[CH:9]=1)=[O:4].